This data is from Catalyst prediction with 721,799 reactions and 888 catalyst types from USPTO. The task is: Predict which catalyst facilitates the given reaction. (1) Reactant: [CH3:1][O:2][C:3](=[O:32])[C@H:4]([CH2:22][C:23]1[CH:28]=[CH:27][C:26]([N+:29]([O-])=O)=[CH:25][CH:24]=1)[NH:5][C:6]([C:8]1([CH2:13][C:14]2[CH:19]=[CH:18][C:17]([O:20][CH3:21])=[CH:16][CH:15]=2)[CH2:12][CH2:11][CH2:10][CH2:9]1)=[O:7]. Product: [CH3:1][O:2][C:3](=[O:32])[C@H:4]([CH2:22][C:23]1[CH:24]=[CH:25][C:26]([NH2:29])=[CH:27][CH:28]=1)[NH:5][C:6]([C:8]1([CH2:13][C:14]2[CH:19]=[CH:18][C:17]([O:20][CH3:21])=[CH:16][CH:15]=2)[CH2:12][CH2:11][CH2:10][CH2:9]1)=[O:7]. The catalyst class is: 8. (2) Reactant: [Br-].[CH2:2]([O:9][CH2:10][CH2:11][CH2:12][P+](C1C=CC=CC=1)(C1C=CC=CC=1)C1C=CC=CC=1)[C:3]1[CH:8]=[CH:7][CH:6]=[CH:5][CH:4]=1.C1([Li])C=CC=CC=1.[CH2:39]([O:41][C:42]([C:44]1[S:48][C:47]([N:49]2[C:53]3[CH:54]=[C:55]([CH:58]=O)[CH:56]=[CH:57][C:52]=3[N:51]=[CH:50]2)=[N:46][C:45]=1[C:60]1[CH:65]=[CH:64][CH:63]=[C:62]([Cl:66])[CH:61]=1)=[O:43])[CH3:40]. Product: [CH2:39]([O:41][C:42]([C:44]1[S:48][C:47]([N:49]2[C:53]3[CH:54]=[C:55]([CH:58]=[CH:12][CH2:11][CH2:10][O:9][CH2:2][C:3]4[CH:4]=[CH:5][CH:6]=[CH:7][CH:8]=4)[CH:56]=[CH:57][C:52]=3[N:51]=[CH:50]2)=[N:46][C:45]=1[C:60]1[CH:65]=[CH:64][CH:63]=[C:62]([Cl:66])[CH:61]=1)=[O:43])[CH3:40]. The catalyst class is: 7. (3) Reactant: C[O:2][C:3](=[O:41])[C@@H:4]([NH:8][S:9]([C:12]1[CH:17]=[CH:16][C:15]([C:18]2[CH:23]=[CH:22][C:21]([NH:24][C:25]([C:27]3[O:28][C:29]4[CH:36]=[CH:35][C:34]([C:37](=[O:39])[CH3:38])=[C:33]([OH:40])[C:30]=4[C:31]=3[CH3:32])=[O:26])=[CH:20][CH:19]=2)=[CH:14][CH:13]=1)(=[O:11])=[O:10])[CH:5]([CH3:7])[CH3:6].[Li+].[OH-]. Product: [C:37]([C:34]1[CH:35]=[CH:36][C:29]2[O:28][C:27]([C:25]([NH:24][C:21]3[CH:20]=[CH:19][C:18]([C:15]4[CH:14]=[CH:13][C:12]([S:9]([NH:8][C@@H:4]([CH:5]([CH3:6])[CH3:7])[C:3]([OH:41])=[O:2])(=[O:10])=[O:11])=[CH:17][CH:16]=4)=[CH:23][CH:22]=3)=[O:26])=[C:31]([CH3:32])[C:30]=2[C:33]=1[OH:40])(=[O:39])[CH3:38]. The catalyst class is: 1. (4) Reactant: [Cl:1][C:2]1[CH:3]=[CH:4][C:5]2[N:11]([CH2:12][C:13]([CH3:17])([CH3:16])[CH2:14][OH:15])[C:10](=[O:18])[C@@H:9]([CH2:19][C:20]3[S:21][C:22]([CH2:25][CH2:26][C:27]([OH:29])=[O:28])=[CH:23][N:24]=3)[O:8][C@H:7]([C:30]3[CH:35]=[CH:34][CH:33]=[C:32]([O:36][CH3:37])[C:31]=3[O:38][CH3:39])[C:6]=2[CH:40]=1.N1C=CC=CC=1.[C:47](Cl)(=[O:49])[CH3:48].O. Product: [C:47]([O:15][CH2:14][C:13]([CH3:16])([CH3:17])[CH2:12][N:11]1[C:5]2[CH:4]=[CH:3][C:2]([Cl:1])=[CH:40][C:6]=2[C@@H:7]([C:30]2[CH:35]=[CH:34][CH:33]=[C:32]([O:36][CH3:37])[C:31]=2[O:38][CH3:39])[O:8][C@H:9]([CH2:19][C:20]2[S:21][C:22]([CH2:25][CH2:26][C:27]([OH:29])=[O:28])=[CH:23][N:24]=2)[C:10]1=[O:18])(=[O:49])[CH3:48]. The catalyst class is: 1. (5) Reactant: [Cl-].[Al+3].[Cl-].[Cl-].[Br:5][C:6]1[C:10]([Br:11])=[CH:9][S:8][CH:7]=1.[C:12](Cl)(=[O:19])[CH2:13][CH2:14][CH2:15][CH2:16][CH2:17][CH3:18]. Product: [Br:5][C:6]1[C:10]([Br:11])=[CH:9][S:8][C:7]=1[C:12](=[O:19])[CH2:13][CH2:14][CH2:15][CH2:16][CH2:17][CH3:18]. The catalyst class is: 4. (6) Reactant: [Br:1][C:2]1[S:10][C:9]2[C:8]([C:11]#[N:12])=[CH:7][N:6]=[C:5]([N:13]([CH3:27])[C@H:14]3[CH2:19][CH2:18][CH2:17][N:16]([C:20]([O:22][C:23]([CH3:26])([CH3:25])[CH3:24])=[O:21])[CH2:15]3)[C:4]=2[CH:3]=1.[OH-:28].[K+]. Product: [NH2:12][C:11]([C:8]1[C:9]2[S:10][C:2]([Br:1])=[CH:3][C:4]=2[C:5]([N:13]([CH3:27])[C@H:14]2[CH2:19][CH2:18][CH2:17][N:16]([C:20]([O:22][C:23]([CH3:24])([CH3:26])[CH3:25])=[O:21])[CH2:15]2)=[N:6][CH:7]=1)=[O:28]. The catalyst class is: 107.